From a dataset of Full USPTO retrosynthesis dataset with 1.9M reactions from patents (1976-2016). Predict the reactants needed to synthesize the given product. (1) Given the product [O:1]=[C:2]1[C:7]2[CH:8]=[CH:9][C:10]([C:12]([F:14])([F:13])[F:15])=[CH:11][C:6]=2[S:5][C:4]([C:16]2[N:21]=[C:20]([CH2:22][CH2:23][C:24]([OH:26])=[O:25])[CH:19]=[CH:18][CH:17]=2)=[N:3]1, predict the reactants needed to synthesize it. The reactants are: [O:1]=[C:2]1[C:7]2[CH:8]=[CH:9][C:10]([C:12]([F:15])([F:14])[F:13])=[CH:11][C:6]=2[S:5][C:4]([C:16]2[N:21]=[C:20]([CH2:22][CH2:23][C:24]([O:26]C(C)(C)C)=[O:25])[CH:19]=[CH:18][CH:17]=2)=[N:3]1.FC(F)(F)C(O)=O. (2) The reactants are: [CH:1]1([NH:4][C:5]2[C:10]([CH3:11])=[C:9]([N:12]3[CH2:17][CH2:16][C:15](C)([CH3:18])[CH2:14][CH2:13]3)[N:8]=[C:7]([CH:20]3[CH2:22][CH2:21]3)[N:6]=2)[CH2:3][CH2:2]1.C1(NC2C(C)=C(N3CCC(C)CC3)N=C(C3CC3)N=2)CC1.C1(NC2C(C)=CN=C(C3CC3)N=2)CC1.C1(NC2C(C)=C(N3CCSCC3)N=C(C3CC3)N=2)CC1.N1(C2C3CCCNC=3N=C(C3CC3)N=2)CCCCCC1. Given the product [N:12]1([C:9]2[N:8]=[C:7]([CH:20]3[CH2:21][CH2:22]3)[N:6]=[C:5]([NH:4][CH:1]3[CH2:2][CH2:3]3)[C:10]=2[CH3:11])[CH2:17][CH2:16][CH2:18][CH2:15][CH2:14][CH2:13]1, predict the reactants needed to synthesize it. (3) The reactants are: [CH3:1][O:2][C:3]1[N:4]=[C:5]2[C:10](=[CH:11][CH:12]=1)[N:9]=[CH:8][CH:7]=[C:6]2[NH2:13].CC(C)([O-])C.[K+].[Cl:20][CH2:21][C:22](OCC)=[O:23].O. Given the product [Cl:20][CH2:21][C:22]([NH:13][C:6]1[C:5]2[C:10](=[CH:11][CH:12]=[C:3]([O:2][CH3:1])[N:4]=2)[N:9]=[CH:8][CH:7]=1)=[O:23], predict the reactants needed to synthesize it. (4) Given the product [C:1]([N:9]1[CH2:22][CH2:21][C:20]2[C:19]3[CH:18]=[C:17]([C:30]4[CH:35]=[CH:34][CH:33]=[CH:32][CH:31]=4)[CH:16]=[CH:15][C:14]=3[NH:13][C:12]=2[CH2:11][CH2:10]1)(=[O:8])[C:2]1[CH:3]=[CH:4][CH:5]=[CH:6][CH:7]=1, predict the reactants needed to synthesize it. The reactants are: [C:1]([N:9]1[CH2:22][CH2:21][C:20]2[C:19]3[C:18](C4C=CC=CC=4)=[CH:17][CH:16]=[CH:15][C:14]=3[NH:13][C:12]=2[CH2:11][CH2:10]1)(=[O:8])[C:2]1[CH:7]=[CH:6][CH:5]=[CH:4][CH:3]=1.C(N1CCC2[C:31]3[C:32](Br)=[CH:33][CH:34]=[CH:35][C:30]=3NC=2CC1)(=O)[C:30]1[CH:35]=[CH:34][CH:33]=[CH:32][CH:31]=1.C(=O)([O-])[O-].[K+].[K+].C1(B(O)O)C=CC=CC=1. (5) Given the product [CH:1]1([C:7]2[C:8]3[CH:25]=[CH:24][C:23]([C:26]([O:28][CH2:29][CH3:30])=[O:27])=[N:22][C:9]=3[N:10]3[C:16]=2[C:15]2[CH:17]=[CH:18][CH:19]=[CH:20][C:14]=2[NH:13][CH2:12][CH2:11]3)[CH2:2][CH2:3][CH2:4][CH2:5][CH2:6]1, predict the reactants needed to synthesize it. The reactants are: [CH:1]1([C:7]2[C:8]3[CH:25]=[CH:24][C:23]([C:26]([O:28][CH2:29][CH3:30])=[O:27])=[N:22][C:9]=3[N:10]3[C:16]=2[C:15]2[CH:17]=[CH:18][CH:19]=[CH:20][C:14]=2[NH:13][C:12](=O)[CH2:11]3)[CH2:6][CH2:5][CH2:4][CH2:3][CH2:2]1.C(=O)([O-])O.[Na+]. (6) Given the product [CH3:1][O:2][C:3]1[CH:8]=[CH:7][N:6]2[N:9]=[C:10]([C:12]3[CH:13]=[CH:14][CH:15]=[CH:16][CH:17]=3)[C:11]([C:18](=[O:20])[CH3:19])=[C:5]2[CH:4]=1, predict the reactants needed to synthesize it. The reactants are: [CH3:1][O:2][C:3]1[CH:8]=[CH:7][N:6]2[N:9]=[C:10]([C:12]3[CH:17]=[CH:16][CH:15]=[CH:14][CH:13]=3)[CH:11]=[C:5]2[CH:4]=1.[C:18](OC(=O)C)(=[O:20])[CH3:19].CS(O)(=O)=O.[N+](C1C=CC=CC=1)([O-])=O.[OH-].[Na+]. (7) Given the product [CH:1]([NH:4][C:5]1[O:6][C:7]([C:10]2[CH:11]=[C:12]3[C:16](=[CH:17][CH:18]=2)[N:15]([S:19]([C:22]2[CH:23]=[CH:24][C:25]([CH3:26])=[CH:27][CH:28]=2)(=[O:20])=[O:21])[CH:14]=[C:13]3[C:39]2[CH:40]=[N:41][CH:42]=[C:43]([CH:47]=2)[C:44]([OH:46])=[O:45])=[N:8][N:9]=1)([CH3:3])[CH3:2], predict the reactants needed to synthesize it. The reactants are: [CH:1]([NH:4][C:5]1[O:6][C:7]([C:10]2[CH:11]=[C:12]3[C:16](=[CH:17][CH:18]=2)[N:15]([S:19]([C:22]2[CH:28]=[CH:27][C:25]([CH3:26])=[CH:24][CH:23]=2)(=[O:21])=[O:20])[CH:14]=[C:13]3B2OC(C)(C)C(C)(C)O2)=[N:8][N:9]=1)([CH3:3])[CH3:2].Br[C:39]1[CH:40]=[N:41][CH:42]=[C:43]([CH:47]=1)[C:44]([OH:46])=[O:45].O.C([O-])([O-])=O.[Na+].[Na+]. (8) Given the product [CH:1]([OH:4])=[O:3].[OH:56][C:49]1[C:50]2[NH:51][C:52](=[O:55])[S:53][C:54]=2[C:46]([C@@H:44]([OH:45])[CH2:43][NH:42][CH2:34][CH2:33][C:32]([CH3:37])([CH3:36])[CH2:31][CH2:30][CH2:29][CH2:28][CH2:27][CH2:26][N:23]2[CH2:22][CH2:21][C:19]3([O:18][CH2:17][CH2:16][N:15]([C:13]([C:11]4[N:12]=[C:8]([CH:5]([CH3:7])[CH3:6])[S:9][CH:10]=4)=[O:14])[CH2:20]3)[CH2:25][CH2:24]2)=[CH:47][CH:48]=1, predict the reactants needed to synthesize it. The reactants are: [C:1]([OH:4])(=[O:3])C.[CH:5]([C:8]1[S:9][CH:10]=[C:11]([C:13]([N:15]2[CH2:20][C:19]3([CH2:25][CH2:24][N:23]([CH2:26][CH2:27][CH2:28][CH2:29][CH2:30][CH2:31][C:32]([CH3:37])([CH3:36])[CH2:33][CH:34]=O)[CH2:22][CH2:21]3)[O:18][CH2:17][CH2:16]2)=[O:14])[N:12]=1)([CH3:7])[CH3:6].C(O)(=O)C.[NH2:42][CH2:43][C@@H:44]([C:46]1[C:54]2[S:53][C:52](=[O:55])[NH:51][C:50]=2[C:49]([OH:56])=[CH:48][CH:47]=1)[OH:45].C([BH3-])#N.[Na+]. (9) The reactants are: [Br:1][C:2]1[C:3]([N:18]([CH3:23])[S:19]([CH3:22])(=[O:21])=[O:20])=[CH:4][C:5]2[O:9][C:8]([CH:10]=[N:11][OH:12])=[C:7]([C:13]([NH:15][CH3:16])=[O:14])[C:6]=2[CH:17]=1.C1C(=O)N([Cl:31])C(=O)C1. Given the product [Br:1][C:2]1[C:3]([N:18]([CH3:23])[S:19]([CH3:22])(=[O:20])=[O:21])=[CH:4][C:5]2[O:9][C:8]([C:10]([Cl:31])=[N:11][OH:12])=[C:7]([C:13](=[O:14])[NH:15][CH3:16])[C:6]=2[CH:17]=1, predict the reactants needed to synthesize it.